Task: Predict the reactants needed to synthesize the given product.. Dataset: Full USPTO retrosynthesis dataset with 1.9M reactions from patents (1976-2016) (1) Given the product [N:24]1[CH:25]=[CH:26][CH:27]=[CH:28][C:23]=1[C:22]#[C:21][C:8]1[C:7]2[C:11](=[CH:12][C:4]([NH2:1])=[CH:5][CH:6]=2)[N:10]([CH2:13][O:14][CH2:15][CH2:16][Si:17]([CH3:19])([CH3:18])[CH3:20])[N:9]=1, predict the reactants needed to synthesize it. The reactants are: [N+:1]([C:4]1[CH:12]=[C:11]2[C:7]([C:8]([C:21]#[C:22][C:23]3[CH:28]=[CH:27][CH:26]=[CH:25][N:24]=3)=[N:9][N:10]2[CH2:13][O:14][CH2:15][CH2:16][Si:17]([CH3:20])([CH3:19])[CH3:18])=[CH:6][CH:5]=1)([O-])=O.Cl[Sn]Cl.O.CO. (2) Given the product [CH3:1][C:2]1[CH:37]=[CH:36][CH:35]=[CH:34][C:3]=1[O:4][C:5]1[C:6]([C:22]([NH2:24])=[O:23])=[C:7]([NH:13][C:14]2[CH:19]=[CH:18][C:17]([I:20])=[CH:16][C:15]=2[F:21])[N:8]([CH3:12])[C:9](=[O:11])[CH:10]=1, predict the reactants needed to synthesize it. The reactants are: [CH3:1][C:2]1[CH:37]=[CH:36][CH:35]=[CH:34][C:3]=1[O:4][C:5]1[C:6]([C:22]([NH:24]CC2C=CC(OC)=CC=2)=[O:23])=[C:7]([NH:13][C:14]2[CH:19]=[CH:18][C:17]([I:20])=[CH:16][C:15]=2[F:21])[N:8]([CH3:12])[C:9](=[O:11])[CH:10]=1.[Cl-].[Al+3].[Cl-].[Cl-].ClCCl.O.